This data is from Full USPTO retrosynthesis dataset with 1.9M reactions from patents (1976-2016). The task is: Predict the reactants needed to synthesize the given product. Given the product [Cl:1][C:2]1[N:7]=[C:6]([N:21]2[CH2:22][CH2:23][C:18]([F:24])([F:17])[CH2:19][CH2:20]2)[CH:5]=[C:4]([C:9]2[C:10]([CH3:15])=[N:11][O:12][C:13]=2[CH3:14])[N:3]=1, predict the reactants needed to synthesize it. The reactants are: [Cl:1][C:2]1[N:7]=[C:6](Cl)[CH:5]=[C:4]([C:9]2[C:10]([CH3:15])=[N:11][O:12][C:13]=2[CH3:14])[N:3]=1.Cl.[F:17][C:18]1([F:24])[CH2:23][CH2:22][NH:21][CH2:20][CH2:19]1.Cl.C1(N)CCC1.